Dataset: NCI-60 drug combinations with 297,098 pairs across 59 cell lines. Task: Regression. Given two drug SMILES strings and cell line genomic features, predict the synergy score measuring deviation from expected non-interaction effect. (1) Drug 1: C1=CC(=CC=C1CCCC(=O)O)N(CCCl)CCCl. Drug 2: CCCS(=O)(=O)NC1=C(C(=C(C=C1)F)C(=O)C2=CNC3=C2C=C(C=N3)C4=CC=C(C=C4)Cl)F. Cell line: NCI-H460. Synergy scores: CSS=6.10, Synergy_ZIP=-0.0639, Synergy_Bliss=-5.26, Synergy_Loewe=-11.8, Synergy_HSA=-6.72. (2) Drug 1: C1CC(=O)NC(=O)C1N2CC3=C(C2=O)C=CC=C3N. Drug 2: C1CN1P(=S)(N2CC2)N3CC3. Cell line: SF-268. Synergy scores: CSS=30.9, Synergy_ZIP=-0.266, Synergy_Bliss=8.49, Synergy_Loewe=7.33, Synergy_HSA=8.53.